From a dataset of CYP2D6 inhibition data for predicting drug metabolism from PubChem BioAssay. Regression/Classification. Given a drug SMILES string, predict its absorption, distribution, metabolism, or excretion properties. Task type varies by dataset: regression for continuous measurements (e.g., permeability, clearance, half-life) or binary classification for categorical outcomes (e.g., BBB penetration, CYP inhibition). Dataset: cyp2d6_veith. (1) The drug is CN(C(=O)Cn1nnc(-c2cccc(C(F)(F)F)c2)n1)C1CCCCC1. The result is 0 (non-inhibitor). (2) The drug is Clc1cncc(N2CCNCC2)n1. The result is 0 (non-inhibitor). (3) The molecule is COc1cccc(-c2nc(NC3CC3)c3ccccc3n2)c1. The result is 1 (inhibitor). (4) The compound is Cc1nc(-c2cccc(NC(=O)c3cc4cc(Br)ccc4oc3=O)c2)cs1. The result is 0 (non-inhibitor).